Dataset: Catalyst prediction with 721,799 reactions and 888 catalyst types from USPTO. Task: Predict which catalyst facilitates the given reaction. Reactant: C(OC(=O)[CH:5]([C:14]1[O:15][CH:16]=[CH:17][CH:18]=1)[C:6](=[O:13])[C:7]1[CH:12]=[CH:11][CH:10]=[CH:9][CH:8]=1)C.C(O)(=O)C.[Cl-].[Li+].C([O-])(O)=O.[Na+]. Product: [O:15]1[CH:16]=[CH:17][CH:18]=[C:14]1[CH2:5][C:6]([C:7]1[CH:8]=[CH:9][CH:10]=[CH:11][CH:12]=1)=[O:13]. The catalyst class is: 60.